Predict the reaction yield, written as a fraction of the theoretical maximum amount of product (1.0 means a 100% yield; for example, 0.34 means a 34% yield). From a dataset of Reaction yield outcomes from USPTO patents with 853,638 reactions. (1) The reactants are [CH2:1]([N:5]1[C:9](=[O:10])[N:8]([C:11]2[CH:16]=[CH:15][C:14]([N:17]3[CH2:22][CH2:21][N:20]([C:23]4[CH:28]=[CH:27][C:26]([O:29]C)=[CH:25][CH:24]=4)[CH2:19][CH2:18]3)=[CH:13][CH:12]=2)[CH:7]=[N:6]1)[CH:2]([CH3:4])[CH3:3]. The catalyst is Br. The product is [OH:29][C:26]1[CH:27]=[CH:28][C:23]([N:20]2[CH2:19][CH2:18][N:17]([C:14]3[CH:13]=[CH:12][C:11]([N:8]4[C:9](=[O:10])[N:5]([CH2:1][CH:2]([CH3:4])[CH3:3])[N:6]=[CH:7]4)=[CH:16][CH:15]=3)[CH2:22][CH2:21]2)=[CH:24][CH:25]=1. The yield is 0.910. (2) The reactants are C([O:3][C:4](=[O:20])[C:5]1[CH:10]=[CH:9][C:8]([C:11]2[CH:15]=[C:14]([C:16]([F:19])([F:18])[F:17])[O:13][N:12]=2)=[CH:7][CH:6]=1)C.O.[OH-].[Li+]. The catalyst is C1COCC1. The product is [F:19][C:16]([F:17])([F:18])[C:14]1[O:13][N:12]=[C:11]([C:8]2[CH:9]=[CH:10][C:5]([C:4]([OH:20])=[O:3])=[CH:6][CH:7]=2)[CH:15]=1. The yield is 0.730. (3) The reactants are C(OC([NH:8][CH2:9][CH:10]1[CH2:15][CH2:14][N:13]([C:16]2[N:20]([CH3:21])[N:19]=[CH:18][C:17]=2[NH:22][C:23]([C:25]2[N:26]=[C:27](Br)[S:28][C:29]=2[NH:30]C(=O)OC(C)(C)C)=[O:24])[CH2:12][CH2:11]1)=O)CCC.[C:39]([C:41]1[CH:46]=[CH:45][C:44](B(O)O)=[CH:43][CH:42]=1)#[N:40]. No catalyst specified. The product is [NH2:30][C:29]1[S:28][C:27]([C:44]2[CH:45]=[CH:46][C:41]([C:39]#[N:40])=[CH:42][CH:43]=2)=[N:26][C:25]=1[C:23]([NH:22][C:17]1[CH:18]=[N:19][N:20]([CH3:21])[C:16]=1[N:13]1[CH2:12][CH2:11][CH:10]([CH2:9][NH2:8])[CH2:15][CH2:14]1)=[O:24]. The yield is 0.300. (4) The reactants are [F:1][C:2]1[CH:7]=[CH:6][C:5]([F:8])=[CH:4][C:3]=1[C@@H:9]1[CH2:13][C@H:12]([F:14])[CH2:11][N:10]1C(OC(C)(C)C)=O.C(O)(C(F)(F)F)=O. The catalyst is C(Cl)Cl. The product is [F:1][C:2]1[CH:7]=[CH:6][C:5]([F:8])=[CH:4][C:3]=1[C@@H:9]1[CH2:13][C@H:12]([F:14])[CH2:11][NH:10]1. The yield is 0.700.